Predict the product of the given reaction. From a dataset of Forward reaction prediction with 1.9M reactions from USPTO patents (1976-2016). (1) Given the reactants [I:1][C:2]1[CH:3]=[C:4]2[C:9](=[CH:10][CH:11]=1)[NH:8][C:7](=O)[CH:6]=[CH:5]2.P(Cl)(Cl)([Cl:15])=O, predict the reaction product. The product is: [Cl:15][C:7]1[CH:6]=[CH:5][C:4]2[C:9](=[CH:10][CH:11]=[C:2]([I:1])[CH:3]=2)[N:8]=1. (2) Given the reactants [C:1](N1C=CN=C1)(N1C=CN=C1)=[O:2].[C:13]1([CH2:19][S:20]([NH2:23])(=[O:22])=[O:21])[CH:18]=[CH:17][CH:16]=[CH:15][CH:14]=1.FC(F)(F)C(O)=O.FC(F)(F)C(O)=O.[NH2:38][CH:39]1[CH2:42][N:41]([C:43]2[C:54]([C:55]#[N:56])=[CH:53][C:46]([C:47]([O:49][CH:50]([CH3:52])[CH3:51])=[O:48])=[C:45]([CH3:57])[N:44]=2)[CH2:40]1.CCN(C(C)C)C(C)C, predict the reaction product. The product is: [CH:50]([O:49][C:47](=[O:48])[C:46]1[CH:53]=[C:54]([C:55]#[N:56])[C:43]([N:41]2[CH2:40][CH:39]([NH:38][C:1]([NH:23][S:20]([CH2:19][C:13]3[CH:14]=[CH:15][CH:16]=[CH:17][CH:18]=3)(=[O:21])=[O:22])=[O:2])[CH2:42]2)=[N:44][C:45]=1[CH3:57])([CH3:52])[CH3:51]. (3) Given the reactants [C:1]([C:3]1[CH:12]=[C:11]([F:13])[CH:10]=[CH:9][C:4]=1[C:5](OC)=[O:6])#[N:2], predict the reaction product. The product is: [F:13][C:11]1[CH:12]=[C:3]2[C:4](=[CH:9][CH:10]=1)[C:5](=[O:6])[NH:2][CH2:1]2. (4) Given the reactants [CH2:1]([C:3]1[S:37][C:6]2[N:7]([CH2:22][C:23]3[CH:28]=[CH:27][C:26]([C:29]4[C:30]([C:35]#[N:36])=[CH:31][CH:32]=[CH:33][CH:34]=4)=[CH:25][CH:24]=3)[C:8](=[O:21])[N:9]([CH2:12][CH2:13][N:14]3[CH:18]=[CH:17][N:16]=[C:15]3[CH:19]=[O:20])[C:10](=[O:11])[C:5]=2[CH:4]=1)[CH3:2].[BH4-].[Na+], predict the reaction product. The product is: [CH2:1]([C:3]1[S:37][C:6]2[N:7]([CH2:22][C:23]3[CH:28]=[CH:27][C:26]([C:29]4[C:30]([C:35]#[N:36])=[CH:31][CH:32]=[CH:33][CH:34]=4)=[CH:25][CH:24]=3)[C:8](=[O:21])[N:9]([CH2:12][CH2:13][N:14]3[CH:18]=[CH:17][N:16]=[C:15]3[CH2:19][OH:20])[C:10](=[O:11])[C:5]=2[CH:4]=1)[CH3:2]. (5) The product is: [ClH:45].[ClH:45].[N:23]1[CH:24]=[CH:25][CH:26]=[CH:27][C:22]=1[NH:21][C:20]([C:19]1[N:18]=[C:17]([C:29]([F:30])([F:31])[F:32])[N:14]2[CH2:15][CH2:16][N:11]([C:10](=[O:33])[CH2:9][C@H:8]([NH2:7])[CH2:34][C:35]3[CH:40]=[C:39]([F:41])[C:38]([F:42])=[CH:37][C:36]=3[F:43])[CH2:12][C:13]=12)=[O:28]. Given the reactants C(OC(=O)[NH:7][C@H:8]([CH2:34][C:35]1[CH:40]=[C:39]([F:41])[C:38]([F:42])=[CH:37][C:36]=1[F:43])[CH2:9][C:10](=[O:33])[N:11]1[CH2:16][CH2:15][N:14]2[C:17]([C:29]([F:32])([F:31])[F:30])=[N:18][C:19]([C:20](=[O:28])[NH:21][C:22]3[CH:27]=[CH:26][CH:25]=[CH:24][N:23]=3)=[C:13]2[CH2:12]1)(C)(C)C.[ClH:45], predict the reaction product. (6) Given the reactants [NH2:1][C:2]1[S:3][CH:4]=[C:5]([C:7]2[CH:12]=[CH:11][C:10]([CH2:13][CH2:14][NH:15][C:16](=[O:22])[O:17][C:18]([CH3:21])([CH3:20])[CH3:19])=[CH:9][CH:8]=2)[N:6]=1.[C:23](OC(=O)C)(=[O:25])[CH3:24].N1C=CC=CC=1, predict the reaction product. The product is: [C:23]([NH:1][C:2]1[S:3][CH:4]=[C:5]([C:7]2[CH:8]=[CH:9][C:10]([CH2:13][CH2:14][NH:15][C:16](=[O:22])[O:17][C:18]([CH3:19])([CH3:21])[CH3:20])=[CH:11][CH:12]=2)[N:6]=1)(=[O:25])[CH3:24]. (7) The product is: [NH2:24][C:25]1[C:30]([C:31]#[N:32])=[C:29]([NH:13][CH2:12][C:9]2[C:8]([C:14]3[CH:19]=[CH:18][CH:17]=[CH:16][C:15]=3[S:20]([CH3:23])(=[O:22])=[O:21])=[CH:7][C:6]3[C:11](=[C:2]([F:1])[CH:3]=[CH:4][CH:5]=3)[N:10]=2)[N:28]=[CH:27][N:26]=1. Given the reactants [F:1][C:2]1[CH:3]=[CH:4][CH:5]=[C:6]2[C:11]=1[N:10]=[C:9]([CH2:12][NH2:13])[C:8]([C:14]1[CH:19]=[CH:18][CH:17]=[CH:16][C:15]=1[S:20]([CH3:23])(=[O:22])=[O:21])=[CH:7]2.[NH2:24][C:25]1[C:30]([C:31]#[N:32])=[C:29](Cl)[N:28]=[CH:27][N:26]=1.C(N(C(C)C)CC)(C)C, predict the reaction product. (8) Given the reactants Br[C:2]1[CH:3]=[N:4][C:5]2[CH:10]=[N:9][NH:8][C:6]=2[CH:7]=1.C([Li])CCC.Cl[C:17]([O:19][CH2:20][CH3:21])=[O:18], predict the reaction product. The product is: [CH2:20]([O:19][C:17]([C:2]1[CH:7]=[C:6]2[NH:8][N:9]=[CH:10][C:5]2=[N:4][CH:3]=1)=[O:18])[CH3:21]. (9) Given the reactants F[C:2]1[CH:7]=[CH:6][C:5]([N+:8]([O-:10])=[O:9])=[CH:4][CH:3]=1.[NH:11]1[CH2:16][CH2:15][C:14](=[O:17])[CH2:13][CH2:12]1, predict the reaction product. The product is: [N+:8]([C:5]1[CH:6]=[CH:7][C:2]([N:11]2[CH2:16][CH2:15][C:14](=[O:17])[CH2:13][CH2:12]2)=[CH:3][CH:4]=1)([O-:10])=[O:9]. (10) Given the reactants [Li+].[F:2][C:3]([F:22])([F:21])[C:4]1[CH:9]=[CH:8][C:7]([N:10]2[CH2:15][CH2:14][CH:13]([CH2:16][CH2:17][C:18]([O-:20])=O)[CH2:12][CH2:11]2)=[CH:6][CH:5]=1.F[P-](F)(F)(F)(F)F.CN(C)C(ON1C2C=CC=CC=2N=N1)=[N+](C)C.Cl.[N+:48]([C:51]1[CH:56]=[CH:55][C:54]([NH:57][CH:58]2[CH2:63][CH2:62][NH:61][CH2:60][CH2:59]2)=[CH:53][C:52]=1[C:64]([F:67])([F:66])[F:65])([O-:50])=[O:49].C(N(C(C)C)CC)(C)C.[O-2].[Al+3].[O-2].[O-2].[Al+3], predict the reaction product. The product is: [N+:48]([C:51]1[CH:56]=[CH:55][C:54]([NH:57][CH:58]2[CH2:59][CH2:60][N:61]([C:18](=[O:20])[CH2:17][CH2:16][CH:13]3[CH2:12][CH2:11][N:10]([C:7]4[CH:6]=[CH:5][C:4]([C:3]([F:21])([F:2])[F:22])=[CH:9][CH:8]=4)[CH2:15][CH2:14]3)[CH2:62][CH2:63]2)=[CH:53][C:52]=1[C:64]([F:67])([F:65])[F:66])([O-:50])=[O:49].